Predict the reactants needed to synthesize the given product. From a dataset of Full USPTO retrosynthesis dataset with 1.9M reactions from patents (1976-2016). Given the product [F:34][C:31]([F:32])([F:33])[C:28]([C:26]1[N:25]=[N:24][N:23]([CH2:22][C:10]2[CH:11]=[CH:12][N:13]3[C:8]([CH:9]=2)=[CH:7][C:6]([CH2:4][OH:3])=[C:14]3[C:15]2[CH:16]=[CH:17][C:18]([F:21])=[CH:19][CH:20]=2)[CH:27]=1)([OH:35])[CH2:29][CH3:30], predict the reactants needed to synthesize it. The reactants are: C([O:3][C:4]([C:6]1[CH:7]=[C:8]2[N:13]([C:14]=1[C:15]1[CH:20]=[CH:19][C:18]([F:21])=[CH:17][CH:16]=1)[CH:12]=[CH:11][C:10]([CH2:22][N:23]1[CH:27]=[C:26]([C:28]([OH:35])([C:31]([F:34])([F:33])[F:32])[CH2:29][CH3:30])[N:25]=[N:24]1)=[CH:9]2)=O)C.[H-].[H-].C([Al+]CC(C)C)C(C)C.